From a dataset of Catalyst prediction with 721,799 reactions and 888 catalyst types from USPTO. Predict which catalyst facilitates the given reaction. Reactant: [CH3:1][S:2]([C:5]1[CH:13]=[C:12]2[C:8]([CH2:9][CH2:10][C:11]2=[O:14])=[CH:7][CH:6]=1)(=[O:4])=[O:3].[BH4-].[Na+]. Product: [CH3:1][S:2]([C:5]1[CH:13]=[C:12]2[C:8]([CH2:9][CH2:10][CH:11]2[OH:14])=[CH:7][CH:6]=1)(=[O:3])=[O:4]. The catalyst class is: 87.